Dataset: Full USPTO retrosynthesis dataset with 1.9M reactions from patents (1976-2016). Task: Predict the reactants needed to synthesize the given product. (1) Given the product [C:25]([NH3+:29])([CH3:28])([CH3:27])[CH3:26].[OH:34][CH2:33][N+:7]([CH2:49][OH:50])([CH2:5][OH:6])[CH3:8].[CH3:30][NH2+:31][CH2:32][CH:33]([OH:34])[CH:35]([OH:36])[CH:37]([OH:38])[CH:39]([OH:40])[CH2:41][OH:42], predict the reactants needed to synthesize it. The reactants are: N[C@@H](C(=O)N)CC[C:5]([NH:7][C@@H:8](C(O)=O)CC1C2C(=CC=CC=2)NC=1)=[O:6].[C:25]([NH2:29])([CH3:28])([CH3:27])[CH3:26].[CH3:30][NH:31][CH2:32][C@@H:33]([C@H:35]([C@@H:37]([C@@H:39]([CH2:41][OH:42])[OH:40])[OH:38])[OH:36])[OH:34].NC([CH2:49][OH:50])(CO)CO. (2) Given the product [C:1]([N:9]1[CH2:10][CH2:11][N:12]([CH2:15][CH:16]=[O:17])[CH2:13][CH2:14]1)(=[O:8])[C:2]1[CH:7]=[CH:6][CH:5]=[CH:4][CH:3]=1, predict the reactants needed to synthesize it. The reactants are: [C:1]([N:9]1[CH2:14][CH2:13][N:12]([CH2:15][CH2:16][OH:17])[CH2:11][CH2:10]1)(=[O:8])[C:2]1[CH:7]=[CH:6][CH:5]=[CH:4][CH:3]=1.O=CCCCNC(=O)C1C=CC=CC=1. (3) Given the product [Cl:28][C:29]1[CH:30]=[C:31]([C@@H:39]([CH2:49][CH:50]2[CH2:54][CH2:53][CH2:52][CH2:51]2)[C:40]([NH:55][C:56]2[CH:60]=[CH:59][N:58]([C:61](=[O:67])[CH2:62][C:63]([OH:66])([CH3:65])[CH3:64])[N:57]=2)=[O:41])[CH:32]=[CH:33][C:34]=1[S:35]([CH3:38])(=[O:36])=[O:37], predict the reactants needed to synthesize it. The reactants are: C1(P(C2C=CC=CC=2)C2C=CC=CC=2)C=CC=CC=1.BrN1C(=O)CCC1=O.[Cl:28][C:29]1[CH:30]=[C:31]([C@@H:39]([CH2:49][CH:50]2[CH2:54][CH2:53][CH2:52][CH2:51]2)[C:40](NC2C=CN(C)N=2)=[O:41])[CH:32]=[CH:33][C:34]=1[S:35]([CH3:38])(=[O:37])=[O:36].[NH2:55][C:56]1[CH:60]=[CH:59][N:58]([C:61](=[O:67])[CH2:62][C:63]([OH:66])([CH3:65])[CH3:64])[N:57]=1.N1C(C)=CC=CC=1C. (4) Given the product [NH2:25][C:22]1[CH:23]=[CH:24][C:19]([C:2]2[CH:9]=[N:8][CH:7]=[C:6]([Cl:10])[C:3]=2[C:4]#[N:5])=[CH:20][CH:21]=1, predict the reactants needed to synthesize it. The reactants are: Cl[C:2]1[CH:9]=[N:8][CH:7]=[C:6]([Cl:10])[C:3]=1[C:4]#[N:5].CC1(C)C(C)(C)OB([C:19]2[CH:24]=[CH:23][C:22]([NH2:25])=[CH:21][CH:20]=2)O1.C(Cl)Cl.C([O-])([O-])=O.[Na+].[Na+]. (5) Given the product [S:1]1[C:5]2[CH:6]=[CH:7][CH:8]=[CH:9][C:4]=2[N:3]=[C:2]1[NH:10][C:11]([C:13]1[CH:14]=[CH:15][CH:16]=[C:17]2[C:22]=1[CH2:21][N:20]([C:23]1[N:28]=[C:27]([C:29]([OH:31])=[O:30])[C:26]([C:33]3[CH:38]=[CH:37][CH:36]=[C:35]([O:39][C:40]4[CH:41]=[CH:42][C:43]([N+:46]([O-:48])=[O:47])=[CH:44][CH:45]=4)[CH:34]=3)=[CH:25][CH:24]=1)[CH2:19][CH2:18]2)=[O:12], predict the reactants needed to synthesize it. The reactants are: [S:1]1[C:5]2[CH:6]=[CH:7][CH:8]=[CH:9][C:4]=2[N:3]=[C:2]1[NH:10][C:11]([C:13]1[CH:14]=[CH:15][CH:16]=[C:17]2[C:22]=1[CH2:21][N:20]([C:23]1[N:28]=[C:27]([C:29]([O:31]C)=[O:30])[C:26]([C:33]3[CH:38]=[CH:37][CH:36]=[C:35]([O:39][C:40]4[CH:45]=[CH:44][C:43]([N+:46]([O-:48])=[O:47])=[CH:42][CH:41]=4)[CH:34]=3)=[CH:25][CH:24]=1)[CH2:19][CH2:18]2)=[O:12].O[Li].O.Cl. (6) Given the product [N:24]1[CH:25]=[CH:26][CH:27]=[CH:28][C:23]=1[C:22]1[C:18]([C:12]2[C:11]3[C:16](=[CH:17][C:8]([C:6]([OH:7])=[O:5])=[CH:9][CH:10]=3)[N:15]=[CH:14][CH:13]=2)=[C:19]2[CH2:31][CH2:30][CH2:29][N:20]2[N:21]=1, predict the reactants needed to synthesize it. The reactants are: O.[OH-].[Li+].C[O:5][C:6]([C:8]1[CH:17]=[C:16]2[C:11]([C:12]([C:18]3[C:22]([C:23]4[CH:28]=[CH:27][CH:26]=[CH:25][N:24]=4)=[N:21][N:20]4[CH2:29][CH2:30][CH2:31][C:19]=34)=[CH:13][CH:14]=[N:15]2)=[CH:10][CH:9]=1)=[O:7]. (7) The reactants are: [CH3:1][O:2][C:3]1[CH:8]=[CH:7][CH:6]=[CH:5][C:4]=1[C:9]1[CH:10]=[C:11]2[C:16](=[CH:17][CH:18]=1)[NH:15][C:14]([CH3:20])([CH3:19])[CH:13]=[C:12]2[CH2:21][NH:22][CH2:23][CH2:24][CH3:25].Br[CH2:27][C:28]1C2C(=CC=C(C3C=CC=CC=3OC)C=2)NC(C)(C)[CH:29]=1.C(=O)([O-])[O-].[K+].[K+]. Given the product [CH3:1][O:2][C:3]1[CH:8]=[CH:7][CH:6]=[CH:5][C:4]=1[C:9]1[CH:10]=[C:11]2[C:16](=[CH:17][CH:18]=1)[NH:15][C:14]([CH3:20])([CH3:19])[CH:13]=[C:12]2[CH2:21][NH:22][C:23]1[CH:29]=[CH:28][CH:27]=[CH:25][CH:24]=1, predict the reactants needed to synthesize it. (8) The reactants are: [Br:1][C:2]1[CH:7]=[CH:6][C:5](B(O)O)=[CH:4][CH:3]=1.I[C:12]1[CH:17]=[CH:16][CH:15]=[CH:14][N:13]=1.C(=O)([O-])[O-].[Na+].[Na+].B(O)O. Given the product [Br:1][C:2]1[CH:7]=[CH:6][C:5]([C:12]2[CH:17]=[CH:16][CH:15]=[CH:14][N:13]=2)=[CH:4][CH:3]=1, predict the reactants needed to synthesize it. (9) Given the product [Br:21][C:22]1[CH:27]=[CH:26][C:25]([N:7]([C:1]2[CH:6]=[CH:5][CH:4]=[CH:3][CH:2]=2)[C:8]2[CH:20]=[CH:19][C:11]3[O:12][C:13]4[CH:18]=[CH:17][CH:16]=[CH:15][C:14]=4[C:10]=3[CH:9]=2)=[CH:24][CH:23]=1, predict the reactants needed to synthesize it. The reactants are: [C:1]1([NH:7][C:8]2[CH:20]=[CH:19][C:11]3[O:12][C:13]4[CH:18]=[CH:17][CH:16]=[CH:15][C:14]=4[C:10]=3[CH:9]=2)[CH:6]=[CH:5][CH:4]=[CH:3][CH:2]=1.[Br:21][C:22]1[CH:27]=[CH:26][C:25](I)=[CH:24][CH:23]=1.C1(P(C2C=CC=CC=2)C2C=CC=CC=2)C=CC=CC=1.CC(C)([O-])C.[Na+]. (10) The reactants are: [CH3:1][N:2]1[CH:6]=[C:5]([C:7]2[CH:8]=[C:9]([OH:30])[CH:10]=[C:11]([NH:13][C:14]3[N:23]=[CH:22][C:21]4[C:16](=[CH:17][CH:18]=[C:19]([C:24]#[C:25][Si:26]([CH3:29])([CH3:28])[CH3:27])[CH:20]=4)[N:15]=3)[CH:12]=2)[CH:4]=[N:3]1.[N:31]1[CH:36]=[CH:35][CH:34]=[CH:33][C:32]=1[CH2:37]O.C1(P(C2C=CC=CC=2)C2C=CC=CC=2)C=CC=CC=1.CCOC(/N=N/C(OCC)=O)=O. Given the product [CH3:1][N:2]1[CH:6]=[C:5]([C:7]2[CH:12]=[C:11]([NH:13][C:14]3[N:23]=[CH:22][C:21]4[C:16](=[CH:17][CH:18]=[C:19]([C:24]#[C:25][Si:26]([CH3:29])([CH3:28])[CH3:27])[CH:20]=4)[N:15]=3)[CH:10]=[C:9]([O:30][CH2:37][C:32]3[CH:33]=[CH:34][CH:35]=[CH:36][N:31]=3)[CH:8]=2)[CH:4]=[N:3]1, predict the reactants needed to synthesize it.